Dataset: Reaction yield outcomes from USPTO patents with 853,638 reactions. Task: Predict the reaction yield, written as a fraction of the theoretical maximum amount of product (1.0 means a 100% yield; for example, 0.34 means a 34% yield). The reactants are [F:1][C:2]([C@@H:5]1[CH2:10][CH2:9][C@H:8]([O:11]CC2C=CC=CC=2)[CH2:7][CH2:6]1)([F:4])[CH3:3].[H][H]. The catalyst is CO.[Pd]. The product is [F:1][C:2]([C@@H:5]1[CH2:10][CH2:9][C@H:8]([OH:11])[CH2:7][CH2:6]1)([F:4])[CH3:3]. The yield is 0.450.